Task: Predict which catalyst facilitates the given reaction.. Dataset: Catalyst prediction with 721,799 reactions and 888 catalyst types from USPTO (1) Reactant: C([P:3]([CH2:6][C:7]1[CH2:11][CH:10](O)[CH2:9][CH:8]=1)(=[O:5])[O-:4])C.CC(OC(/[N:19]=N/C(OC(C)C)=O)=O)C.N=[N+]=[N-].C1(P(C2C=CC=CC=2)C2C=CC=CC=2)C=CC=CC=1. Product: [NH2:19][CH:10]1[CH2:11][C:7]([CH2:6][PH:3](=[O:5])[OH:4])=[CH:8][CH2:9]1. The catalyst class is: 20. (2) Reactant: [OH:1][CH2:2][C:3]1[CH:8]=[CH:7][C:6]([NH:9][C:10](=[O:18])[CH2:11][S:12][CH2:13][C:14]([O:16][CH3:17])=[O:15])=[CH:5][CH:4]=1.CC(OI1(OC(C)=O)(OC(C)=O)OC(=O)C2C=CC=CC1=2)=O. Product: [CH:2]([C:3]1[CH:4]=[CH:5][C:6]([NH:9][C:10](=[O:18])[CH2:11][S:12][CH2:13][C:14]([O:16][CH3:17])=[O:15])=[CH:7][CH:8]=1)=[O:1]. The catalyst class is: 2. (3) Reactant: Cl[CH2:2][O:3][C:4](=[O:45])[CH2:5][CH:6]([CH2:26][O:27][C:28](=[O:44])[C@H:29]([CH:41]([CH3:43])[CH3:42])[NH:30][C:31]([O:33][CH2:34][C:35]1[CH:40]=[CH:39][CH:38]=[CH:37][CH:36]=1)=[O:32])[CH2:7][O:8][C:9](=[O:25])[C@H:10]([CH:22]([CH3:24])[CH3:23])[NH:11][C:12]([O:14][CH2:15][C:16]1[CH:21]=[CH:20][CH:19]=[CH:18][CH:17]=1)=[O:13].[I-:46].[Na+]. Product: [I:46][CH2:2][O:3][C:4](=[O:45])[CH2:5][CH:6]([CH2:26][O:27][C:28](=[O:44])[C@H:29]([CH:41]([CH3:43])[CH3:42])[NH:30][C:31]([O:33][CH2:34][C:35]1[CH:40]=[CH:39][CH:38]=[CH:37][CH:36]=1)=[O:32])[CH2:7][O:8][C:9](=[O:25])[C@H:10]([CH:22]([CH3:24])[CH3:23])[NH:11][C:12]([O:14][CH2:15][C:16]1[CH:21]=[CH:20][CH:19]=[CH:18][CH:17]=1)=[O:13]. The catalyst class is: 10. (4) Reactant: Cl.CN(C)CCCN=C=NCC.[F:13][C:14]1[CH:22]=[N:21][CH:20]=[CH:19][C:15]=1[C:16]([OH:18])=O.[C:23]([O:27][C:28]([N:30]([CH2:32][CH3:33])[NH2:31])=[O:29])([CH3:26])([CH3:25])[CH3:24]. The catalyst class is: 143. Product: [C:23]([O:27][C:28]([N:30]([CH2:32][CH3:33])[NH:31][C:16]([C:15]1[CH:19]=[CH:20][N:21]=[CH:22][C:14]=1[F:13])=[O:18])=[O:29])([CH3:26])([CH3:25])[CH3:24]. (5) Reactant: [NH2:1][C:2]1[C:7]([N+:8]([O-])=O)=[C:6]([CH:11]=[CH:12][C:13]2[CH:18]=[CH:17][C:16]([CH3:19])=[CH:15][CH:14]=2)[CH:5]=[CH:4][N:3]=1. Product: [NH2:1][C:2]1[C:7]([NH2:8])=[C:6]([CH2:11][CH2:12][C:13]2[CH:14]=[CH:15][C:16]([CH3:19])=[CH:17][CH:18]=2)[CH:5]=[CH:4][N:3]=1. The catalyst class is: 19.